From a dataset of Catalyst prediction with 721,799 reactions and 888 catalyst types from USPTO. Predict which catalyst facilitates the given reaction. (1) Reactant: [C:1]1(=O)[CH2:4][CH2:3][CH2:2]1.[C:6]([O:10][C:11]([CH3:14])([CH3:13])[CH3:12])(=[O:9])[NH:7][NH2:8].C(O)(=O)C.C([BH3-])#N.[Na+]. Product: [C:11]([O:10][C:6]([NH:7][NH:8][CH:1]1[CH2:4][CH2:3][CH2:2]1)=[O:9])([CH3:14])([CH3:13])[CH3:12]. The catalyst class is: 8. (2) Reactant: [Br:1][C:2]1[S:3][C:4]([CH:8]=[O:9])=[C:5]([Br:7])[N:6]=1.[BH4-].[Na+].O. Product: [Br:1][C:2]1[S:3][C:4]([CH2:8][OH:9])=[C:5]([Br:7])[N:6]=1. The catalyst class is: 5. (3) Reactant: [Br:1][C:2]1[CH:3]=[CH:4][C:5]2[O:9][CH2:8][CH:7]([CH2:10][C:11](O)=[O:12])[C:6]=2[CH:14]=1.B. Product: [OH:12][CH2:11][CH2:10][CH:7]1[C:6]2[CH:14]=[C:2]([Br:1])[CH:3]=[CH:4][C:5]=2[O:9][CH2:8]1. The catalyst class is: 1.